From a dataset of Peptide-MHC class II binding affinity with 134,281 pairs from IEDB. Regression. Given a peptide amino acid sequence and an MHC pseudo amino acid sequence, predict their binding affinity value. This is MHC class II binding data. (1) The peptide sequence is LCQYLNTLTLAVPYN. The MHC is DRB1_0101 with pseudo-sequence DRB1_0101. The binding affinity (normalized) is 0.983. (2) The peptide sequence is PGKYTAYEGQRVVFIQ. The MHC is DRB4_0101 with pseudo-sequence DRB4_0103. The binding affinity (normalized) is 0.215. (3) The peptide sequence is IAGYKTFDGRGAQVY. The MHC is DRB1_1201 with pseudo-sequence DRB1_1201. The binding affinity (normalized) is 0.280. (4) The peptide sequence is TEAVQKIATESIVIWGKTPKFRL. The MHC is HLA-DQA10301-DQB10302 with pseudo-sequence HLA-DQA10301-DQB10302. The binding affinity (normalized) is 0.152. (5) The peptide sequence is RRDLRLASNAICSAVPV. The MHC is DRB1_1302 with pseudo-sequence DRB1_1302. The binding affinity (normalized) is 0.861. (6) The peptide sequence is RLGKEFIRCLALPFR. The MHC is HLA-DQA10201-DQB10402 with pseudo-sequence HLA-DQA10201-DQB10402. The binding affinity (normalized) is 0. (7) The peptide sequence is GPLIEGNTSLLWNGP. The MHC is HLA-DQA10102-DQB10501 with pseudo-sequence HLA-DQA10102-DQB10501. The binding affinity (normalized) is 0.547. (8) The peptide sequence is AAYAAAAAAKAA. The MHC is HLA-DQA10101-DQB10501 with pseudo-sequence HLA-DQA10101-DQB10501. The binding affinity (normalized) is 0.212. (9) The peptide sequence is QLVPKLDEVYNAAYN. The MHC is HLA-DQA10102-DQB10602 with pseudo-sequence HLA-DQA10102-DQB10602. The binding affinity (normalized) is 0.119. (10) The peptide sequence is THGIRPVVSTQLLLY. The MHC is DRB1_0405 with pseudo-sequence DRB1_0405. The binding affinity (normalized) is 0.301.